From a dataset of Full USPTO retrosynthesis dataset with 1.9M reactions from patents (1976-2016). Predict the reactants needed to synthesize the given product. (1) Given the product [Br:1][C:2]1[CH:9]=[C:8]([CH2:10][Br:18])[CH:7]=[CH:6][C:3]=1[C:4]#[N:5], predict the reactants needed to synthesize it. The reactants are: [Br:1][C:2]1[CH:9]=[C:8]([CH3:10])[CH:7]=[CH:6][C:3]=1[C:4]#[N:5].C1C(=O)N([Br:18])C(=O)C1. (2) Given the product [NH2:1][C:4]1[CH:5]=[CH:6][C:7]([C:10]([OH:15])([CH2:13][OH:14])[CH2:11][OH:12])=[CH:8][CH:9]=1, predict the reactants needed to synthesize it. The reactants are: [N+:1]([C:4]1[CH:9]=[CH:8][C:7]([C:10]([OH:15])([CH2:13][OH:14])[CH2:11][OH:12])=[CH:6][CH:5]=1)([O-])=O. (3) Given the product [Cl:20][C:21]1[CH:22]=[C:23]([NH:24][C:4]([C:6]2[CH:11]=[C:10]([C:12]3[CH:13]=[N:14][CH:15]=[C:16]([F:18])[CH:17]=3)[CH:9]=[C:8]([CH3:19])[N:7]=2)=[O:5])[CH:25]=[CH:26][CH:27]=1, predict the reactants needed to synthesize it. The reactants are: C(O[C:4]([C:6]1[CH:11]=[C:10]([C:12]2[CH:13]=[N:14][CH:15]=[C:16]([F:18])[CH:17]=2)[CH:9]=[C:8]([CH3:19])[N:7]=1)=[O:5])C.[Cl:20][C:21]1[CH:22]=[C:23]([CH:25]=[CH:26][CH:27]=1)[NH2:24]. (4) Given the product [C:1]([SiH2:5][O:6][C:7]([CH3:17])([CH3:16])[C:8]1[CH:15]=[CH:14][C:11]([CH:12]=[N:19][OH:20])=[CH:10][CH:9]=1)([CH3:4])([CH3:3])[CH3:2], predict the reactants needed to synthesize it. The reactants are: [C:1]([SiH2:5][O:6][C:7]([CH3:17])([CH3:16])[C:8]1[CH:15]=[CH:14][C:11]([CH:12]=O)=[CH:10][CH:9]=1)([CH3:4])([CH3:3])[CH3:2].Cl.[NH2:19][OH:20].N1C=CC=CC=1. (5) Given the product [Cl:22][C:20]([O:8][C:7]1[C:2]([F:1])=[C:3]([F:12])[C:4]([F:11])=[C:5]([F:10])[C:6]=1[F:9])=[O:21], predict the reactants needed to synthesize it. The reactants are: [F:1][C:2]1[C:7]([OH:8])=[C:6]([F:9])[C:5]([F:10])=[C:4]([F:11])[C:3]=1[F:12].C(N(CC)CC)C.[C:20](Cl)([Cl:22])=[O:21]. (6) Given the product [Cl:1][C:2]1[CH:3]=[CH:4][C:5]([CH:8]([CH2:9][NH:10][S:34]([C:37]2[CH:43]=[CH:42][C:40]([CH3:41])=[CH:39][CH:38]=2)(=[O:36])=[O:35])[CH2:18][C:19]([NH:20][C:21]2[CH:22]=[CH:23][CH:24]=[CH:25][CH:26]=2)=[O:27])=[CH:6][CH:7]=1, predict the reactants needed to synthesize it. The reactants are: [Cl:1][C:2]1[CH:7]=[CH:6][C:5]([CH:8]([CH2:18][C:19](=[O:27])[NH:20][C:21]2[CH:26]=[CH:25][CH:24]=[CH:23][CH:22]=2)[CH2:9][NH:10]C(=O)OC(C)(C)C)=[CH:4][CH:3]=1.C([O-])([O-])=O.[K+].[K+].[S:34](Cl)([C:37]1[CH:43]=[CH:42][C:40]([CH3:41])=[CH:39][CH:38]=1)(=[O:36])=[O:35].